This data is from Peptide-MHC class I binding affinity with 185,985 pairs from IEDB/IMGT. The task is: Regression. Given a peptide amino acid sequence and an MHC pseudo amino acid sequence, predict their binding affinity value. This is MHC class I binding data. (1) The peptide sequence is RIILNGSLL. The MHC is HLA-A02:01 with pseudo-sequence HLA-A02:01. The binding affinity (normalized) is 0.0130. (2) The peptide sequence is NRDVSFQDL. The MHC is HLA-A31:01 with pseudo-sequence HLA-A31:01. The binding affinity (normalized) is 0.0847. (3) The binding affinity (normalized) is 0. The peptide sequence is IRFPKTFGY. The MHC is HLA-B44:02 with pseudo-sequence HLA-B44:02. (4) The peptide sequence is KVGYFQHGA. The binding affinity (normalized) is 0.0847. The MHC is HLA-A02:01 with pseudo-sequence HLA-A02:01. (5) The peptide sequence is YELQKLNSWDV. The MHC is H-2-Kk with pseudo-sequence H-2-Kk. The binding affinity (normalized) is 0.563.